This data is from Forward reaction prediction with 1.9M reactions from USPTO patents (1976-2016). The task is: Predict the product of the given reaction. (1) The product is: [Cl:1][C:2]1[N:6]([CH:7]2[CH2:14][CH2:8]2)[N:5]=[CH:4][C:3]=1[N+:11]([O-:13])=[O:12]. Given the reactants [Cl:1][C:2]1[N:6]([CH2:7][CH:8](F)F)[N:5]=[CH:4][C:3]=1[N+:11]([O-:13])=[O:12].[CH:14]1(N2C=C([N+]([O-])=O)C=N2)CC1, predict the reaction product. (2) Given the reactants C([O:8][C:9]1[N:13]([CH:14]([CH3:16])[CH3:15])[N:12]=[C:11]([C:17]([O:19][CH3:20])=[O:18])[CH:10]=1)C1C=CC=CC=1, predict the reaction product. The product is: [OH:8][C:9]1[N:13]([CH:14]([CH3:15])[CH3:16])[N:12]=[C:11]([C:17]([O:19][CH3:20])=[O:18])[CH:10]=1. (3) The product is: [CH2:14]1[C:2]2([OH:27])[CH2:1][CH:6]3[CH:5]4[CH2:10][C:9]5([OH:19])[CH2:11][CH:12]([CH:4]4[CH2:3]2)[CH:13]1[CH:7]3[CH2:8]5. Given the reactants [CH2:1]1[CH:6]2[CH:7]3[CH:13]4[CH2:14][CH:2]1[CH2:3][CH:4]1[CH:12]4[CH2:11][CH:9]([CH2:10][CH:5]12)[CH2:8]3.C(Cl)Cl.[N+]([O-])(O)=[O:19].OS(O)(=O)=O.[OH2:27], predict the reaction product. (4) Given the reactants [N+:1]([C:4]1[CH:9]=[CH:8][C:7]([S:10](Cl)(=[O:12])=[O:11])=[CH:6][CH:5]=1)([O-:3])=[O:2].O[C@@H:15]1[CH2:19][CH2:18][N:17]([C:20]([O:22][C:23]([CH3:26])([CH3:25])[CH3:24])=[O:21])[CH2:16]1.N1C=CC=CC=1.C(=O)(O)[O-:34].[Na+], predict the reaction product. The product is: [C:23]([O:22][C:20]([N:17]1[CH2:18][CH2:19][CH2:15][C@H:16]1[O:11][S:10]([C:7]1[CH:8]=[CH:9][C:4]([N+:1]([O-:3])=[O:2])=[CH:5][CH:6]=1)(=[O:12])=[O:34])=[O:21])([CH3:26])([CH3:24])[CH3:25]. (5) Given the reactants [OH:1][C:2]1([CH2:6][S:7]([NH2:10])(=[O:9])=[O:8])[CH2:5][CH2:4][CH2:3]1.[CH3:11][Si]([N-][Si](C)(C)C)(C)C.[Na+].[N-:21]=[C:22]=S.BrN1[C:29](=O)[CH2:28][CH2:27][C:26]1=O.Cl.[CH2:33]1[CH2:37][O:36][CH2:35][CH2:34]1, predict the reaction product. The product is: [O:8]=[S:7]1(=[O:9])[CH2:6][C:2]2([CH2:5][CH2:4][CH2:3]2)[O:1][C:22]([NH:21][C@H:33]([C:37]2[CH:11]=[CH:29][CH:28]=[CH:27][CH:26]=2)[CH2:34][CH2:35][OH:36])=[N:10]1. (6) Given the reactants [CH:1]([N:4]([CH2:8][CH2:9][CH:10]([C:17]1[CH:22]=[C:21]([Br:23])[CH:20]=[CH:19][C:18]=1[O:24][CH2:25][C:26]1[CH:31]=[CH:30][CH:29]=[CH:28][CH:27]=1)[C:11]1[CH:16]=[CH:15][CH:14]=[CH:13][CH:12]=1)[CH:5]([CH3:7])[CH3:6])([CH3:3])[CH3:2].[C:32]1([CH3:59])[CH:37]=[CH:36][C:35]([C:38]([C@@:40]([C:56]([OH:58])=[O:57])([OH:55])[C@@:41]([C:46]([C:48]2[CH:53]=[CH:52][C:51]([CH3:54])=[CH:50][CH:49]=2)=[O:47])([OH:45])[C:42]([OH:44])=[O:43])=[O:39])=[CH:34][CH:33]=1, predict the reaction product. The product is: [C:32]1([CH3:59])[CH:37]=[CH:36][C:35]([C:38]([C@@:40]([C:56]([OH:58])=[O:57])([OH:55])[C@@:41]([C:46]([C:48]2[CH:49]=[CH:50][C:51]([CH3:54])=[CH:52][CH:53]=2)=[O:47])([OH:45])[C:42]([OH:44])=[O:43])=[O:39])=[CH:34][CH:33]=1.[CH:1]([N:4]([CH2:8][CH2:9][C@@H:10]([C:17]1[CH:22]=[C:21]([Br:23])[CH:20]=[CH:19][C:18]=1[O:24][CH2:25][C:26]1[CH:27]=[CH:28][CH:29]=[CH:30][CH:31]=1)[C:11]1[CH:16]=[CH:15][CH:14]=[CH:13][CH:12]=1)[CH:5]([CH3:7])[CH3:6])([CH3:2])[CH3:3]. (7) Given the reactants Cl.[F:2][C:3]([F:17])([F:16])[C:4]1[CH:5]=[C:6]([CH:10]2[O:15][CH2:14][CH2:13][NH:12][CH2:11]2)[CH:7]=[CH:8][CH:9]=1.CCN(C(C)C)C(C)C.[F:27][C:28]([F:33])([F:32])[C@@H:29]1[CH2:31][O:30]1, predict the reaction product. The product is: [F:27][C:28]([F:33])([F:32])[C@@H:29]([OH:30])[CH2:31][N:12]1[CH2:13][CH2:14][O:15][CH:10]([C:6]2[CH:7]=[CH:8][CH:9]=[C:4]([C:3]([F:2])([F:16])[F:17])[CH:5]=2)[CH2:11]1.